Dataset: Full USPTO retrosynthesis dataset with 1.9M reactions from patents (1976-2016). Task: Predict the reactants needed to synthesize the given product. (1) Given the product [CH3:6][NH:8][CH2:9][CH:10]([C:25]1[CH:26]=[CH:27][CH:28]=[CH:29][CH:30]=1)[O:11][C:12]1[C:17]([C:18]([OH:20])=[O:19])=[CH:16][N:15]=[C:14]([S:23][CH3:24])[N:13]=1, predict the reactants needed to synthesize it. The reactants are: C(O[C:6]([N:8](C)[CH2:9][CH:10]([C:25]1[CH:30]=[CH:29][CH:28]=[CH:27][CH:26]=1)[O:11][C:12]1[C:17]([C:18]([O:20]CC)=[O:19])=[CH:16][N:15]=[C:14]([S:23][CH3:24])[N:13]=1)=O)(C)(C)C.FC(F)(F)C(O)=O.[OH-].[Li+]. (2) Given the product [Cl:26][C:11]1[CH:10]=[C:9]([OH:8])[C:16]([O:17][C:18]2[CH:23]=[CH:22][C:21]([Cl:24])=[CH:20][C:19]=2[Cl:25])=[CH:15][C:12]=1[C:13]#[N:14], predict the reactants needed to synthesize it. The reactants are: C([O:8][C:9]1[C:16]([O:17][C:18]2[CH:23]=[CH:22][C:21]([Cl:24])=[CH:20][C:19]=2[Cl:25])=[CH:15][C:12]([C:13]#[N:14])=[C:11]([Cl:26])[CH:10]=1)C1C=CC=CC=1.B(Br)(Br)Br. (3) Given the product [CH:4]1([C:7]2[C:12]([CH:13]([OH:14])[CH3:1])=[CH:11][N:10]=[C:9]([C:15]3[CH:20]=[CH:19][C:18]([C:21]([F:23])([F:24])[F:22])=[CH:17][CH:16]=3)[N:8]=2)[CH2:6][CH2:5]1, predict the reactants needed to synthesize it. The reactants are: [C:1](=O)=O.[CH:4]1([C:7]2[C:12]([CH:13]=[O:14])=[CH:11][N:10]=[C:9]([C:15]3[CH:20]=[CH:19][C:18]([C:21]([F:24])([F:23])[F:22])=[CH:17][CH:16]=3)[N:8]=2)[CH2:6][CH2:5]1.C[Mg]Br. (4) Given the product [CH3:1][C:2]1[CH:11]=[C:10]([CH2:12][OH:13])[C:9]2[C:4](=[CH:5][CH:6]=[CH:7][CH:8]=2)[N:3]=1, predict the reactants needed to synthesize it. The reactants are: [CH3:1][C:2]1[CH:11]=[C:10]([CH2:12][O:13]C2CCN(S(CC(=O)C)(=O)=O)CC2)[C:9]2[C:4](=[CH:5][CH:6]=[CH:7][CH:8]=2)[N:3]=1.CC1C=C(C(O)=O)C2C(=CC=CC=2)N=1.[H-].[Al+3].[Li+].[H-].[H-].[H-].[OH-].[Na+]. (5) Given the product [Br:2][C:3]1[CH:8]=[CH:7][N:6]2[CH:9]=[C:10]([C:13]([F:15])([F:16])[F:14])[N:11]=[C:5]2[CH:4]=1, predict the reactants needed to synthesize it. The reactants are: Br.[Br:2][C:3]1[CH:8]=[CH:7][N:6]2[CH2:9][C:10]([C:13]([F:16])([F:15])[F:14])(O)[N:11]=[C:5]2[CH:4]=1.